Dataset: NCI-60 drug combinations with 297,098 pairs across 59 cell lines. Task: Regression. Given two drug SMILES strings and cell line genomic features, predict the synergy score measuring deviation from expected non-interaction effect. (1) Drug 1: C1=CC(=CC=C1CCCC(=O)O)N(CCCl)CCCl. Drug 2: CC1=CC=C(C=C1)C2=CC(=NN2C3=CC=C(C=C3)S(=O)(=O)N)C(F)(F)F. Cell line: OVCAR-8. Synergy scores: CSS=5.98, Synergy_ZIP=-7.64, Synergy_Bliss=-9.56, Synergy_Loewe=-12.4, Synergy_HSA=-9.00. (2) Cell line: DU-145. Drug 2: CC12CCC3C(C1CCC2OP(=O)(O)O)CCC4=C3C=CC(=C4)OC(=O)N(CCCl)CCCl.[Na+]. Drug 1: CC1C(C(CC(O1)OC2CC(CC3=C2C(=C4C(=C3O)C(=O)C5=C(C4=O)C(=CC=C5)OC)O)(C(=O)C)O)N)O.Cl. Synergy scores: CSS=10.6, Synergy_ZIP=-4.32, Synergy_Bliss=2.18, Synergy_Loewe=-7.89, Synergy_HSA=1.37. (3) Drug 1: C1CNP(=O)(OC1)N(CCCl)CCCl. Drug 2: CC1C(C(CC(O1)OC2CC(CC3=C2C(=C4C(=C3O)C(=O)C5=C(C4=O)C(=CC=C5)OC)O)(C(=O)CO)O)N)O.Cl. Cell line: NCI-H460. Synergy scores: CSS=46.0, Synergy_ZIP=2.55, Synergy_Bliss=-0.0269, Synergy_Loewe=-35.3, Synergy_HSA=0.433. (4) Drug 1: C1=CC=C(C=C1)NC(=O)CCCCCCC(=O)NO. Drug 2: C1CN(CCN1C(=O)CCBr)C(=O)CCBr. Cell line: A498. Synergy scores: CSS=12.9, Synergy_ZIP=-2.83, Synergy_Bliss=-0.157, Synergy_Loewe=-0.595, Synergy_HSA=0.603.